The task is: Regression. Given two drug SMILES strings and cell line genomic features, predict the synergy score measuring deviation from expected non-interaction effect.. This data is from NCI-60 drug combinations with 297,098 pairs across 59 cell lines. (1) Drug 1: C1=CN(C(=O)N=C1N)C2C(C(C(O2)CO)O)O.Cl. Drug 2: CN(C(=O)NC(C=O)C(C(C(CO)O)O)O)N=O. Cell line: NCI-H522. Synergy scores: CSS=27.9, Synergy_ZIP=1.39, Synergy_Bliss=1.15, Synergy_Loewe=-26.3, Synergy_HSA=0.888. (2) Drug 1: CC1=C(C=C(C=C1)NC2=NC=CC(=N2)N(C)C3=CC4=NN(C(=C4C=C3)C)C)S(=O)(=O)N.Cl. Drug 2: CC1CCCC2(C(O2)CC(NC(=O)CC(C(C(=O)C(C1O)C)(C)C)O)C(=CC3=CSC(=N3)C)C)C. Cell line: U251. Synergy scores: CSS=4.61, Synergy_ZIP=-4.33, Synergy_Bliss=-6.17, Synergy_Loewe=-4.71, Synergy_HSA=-4.72. (3) Drug 1: COC1=C(C=C2C(=C1)N=CN=C2NC3=CC(=C(C=C3)F)Cl)OCCCN4CCOCC4. Drug 2: CC1=C(N=C(N=C1N)C(CC(=O)N)NCC(C(=O)N)N)C(=O)NC(C(C2=CN=CN2)OC3C(C(C(C(O3)CO)O)O)OC4C(C(C(C(O4)CO)O)OC(=O)N)O)C(=O)NC(C)C(C(C)C(=O)NC(C(C)O)C(=O)NCCC5=NC(=CS5)C6=NC(=CS6)C(=O)NCCC[S+](C)C)O. Cell line: UACC62. Synergy scores: CSS=21.6, Synergy_ZIP=-4.79, Synergy_Bliss=4.20, Synergy_Loewe=5.28, Synergy_HSA=5.33. (4) Drug 1: CC1CCC2CC(C(=CC=CC=CC(CC(C(=O)C(C(C(=CC(C(=O)CC(OC(=O)C3CCCCN3C(=O)C(=O)C1(O2)O)C(C)CC4CCC(C(C4)OC)O)C)C)O)OC)C)C)C)OC. Drug 2: CC12CCC3C(C1CCC2O)C(CC4=C3C=CC(=C4)O)CCCCCCCCCS(=O)CCCC(C(F)(F)F)(F)F. Cell line: HT29. Synergy scores: CSS=7.03, Synergy_ZIP=-2.52, Synergy_Bliss=2.18, Synergy_Loewe=1.57, Synergy_HSA=1.67. (5) Drug 1: CCCS(=O)(=O)NC1=C(C(=C(C=C1)F)C(=O)C2=CNC3=C2C=C(C=N3)C4=CC=C(C=C4)Cl)F. Drug 2: C1CC(=O)NC(=O)C1N2CC3=C(C2=O)C=CC=C3N. Cell line: SK-OV-3. Synergy scores: CSS=3.27, Synergy_ZIP=4.12, Synergy_Bliss=-2.11, Synergy_Loewe=-2.98, Synergy_HSA=-2.72. (6) Drug 1: C1CCN(CC1)CCOC2=CC=C(C=C2)C(=O)C3=C(SC4=C3C=CC(=C4)O)C5=CC=C(C=C5)O. Drug 2: C#CCC(CC1=CN=C2C(=N1)C(=NC(=N2)N)N)C3=CC=C(C=C3)C(=O)NC(CCC(=O)O)C(=O)O. Cell line: SF-539. Synergy scores: CSS=1.48, Synergy_ZIP=3.88, Synergy_Bliss=-3.36, Synergy_Loewe=-2.03, Synergy_HSA=-2.40. (7) Drug 1: CC1CCC2CC(C(=CC=CC=CC(CC(C(=O)C(C(C(=CC(C(=O)CC(OC(=O)C3CCCCN3C(=O)C(=O)C1(O2)O)C(C)CC4CCC(C(C4)OC)OCCO)C)C)O)OC)C)C)C)OC. Drug 2: C1=CN(C=N1)CC(O)(P(=O)(O)O)P(=O)(O)O. Cell line: RXF 393. Synergy scores: CSS=14.1, Synergy_ZIP=-3.95, Synergy_Bliss=-1.55, Synergy_Loewe=0.364, Synergy_HSA=0.0207. (8) Drug 1: C1=CC(=CC=C1CC(C(=O)O)N)N(CCCl)CCCl.Cl. Drug 2: CN1C2=C(C=C(C=C2)N(CCCl)CCCl)N=C1CCCC(=O)O.Cl. Cell line: NCI/ADR-RES. Synergy scores: CSS=1.74, Synergy_ZIP=-2.49, Synergy_Bliss=-4.33, Synergy_Loewe=-8.57, Synergy_HSA=-6.24.